From a dataset of Forward reaction prediction with 1.9M reactions from USPTO patents (1976-2016). Predict the product of the given reaction. (1) Given the reactants [Br:1][C:2]1[CH:3]=[CH:4][C:5](F)=[C:6]([CH:9]=1)[CH:7]=[O:8].[CH3:11][C:12]1[CH:17]=[C:16]([OH:18])[CH:15]=[C:14]([CH3:19])[N:13]=1.C([O-])([O-])=O.[K+].[K+], predict the reaction product. The product is: [Br:1][C:2]1[CH:3]=[CH:4][C:5]([O:18][C:16]2[CH:15]=[C:14]([CH3:19])[N:13]=[C:12]([CH3:11])[CH:17]=2)=[C:6]([CH:9]=1)[CH:7]=[O:8]. (2) The product is: [ClH:31].[Cl:32][C:26]1[CH:27]=[C:28]([Cl:31])[CH:29]=[CH:30][C:25]=1[CH:20]1[C:19]2[CH:33]=[CH:34][CH:35]=[CH:36][C:18]=2[C:17]2[N:16]=[C:15]([NH:14][C:11]3[CH:12]=[CH:13][C:8]([CH2:48][CH2:47][N:44]4[CH2:45][CH2:46][N:41]([CH2:40][CH2:39][O:38][CH3:37])[CH2:42][CH2:43]4)=[CH:9][CH:10]=3)[N:24]=[CH:23][C:22]=2[CH2:21]1. Given the reactants CS(OCC[C:8]1[CH:13]=[CH:12][C:11]([NH:14][C:15]2[N:24]=[CH:23][C:22]3[CH2:21][CH:20]([C:25]4[CH:30]=[CH:29][C:28]([Cl:31])=[CH:27][C:26]=4[Cl:32])[C:19]4[CH:33]=[CH:34][CH:35]=[CH:36][C:18]=4[C:17]=3[N:16]=2)=[CH:10][CH:9]=1)(=O)=O.[CH3:37][O:38][CH2:39][CH2:40][N:41]1[CH2:46][CH2:45][N:44]([CH2:47][CH2:48]N)[CH2:43][CH2:42]1, predict the reaction product. (3) Given the reactants [CH3:1][O:2][C:3]1[CH:18]=[CH:17][C:6]([CH2:7][O:8][C:9]2[CH:16]=[CH:15][CH:14]=[CH:13][C:10]=2[CH:11]=[O:12])=[CH:5][CH:4]=1.CCN(CC)CC.[CH:26]([C:28]([CH3:30])=[O:29])=[CH2:27], predict the reaction product. The product is: [CH3:1][O:2][C:3]1[CH:4]=[CH:5][C:6]([CH2:7][O:8][C:9]2[CH:16]=[CH:15][CH:14]=[CH:13][C:10]=2[C:11](=[O:12])[CH2:27][CH2:26][C:28](=[O:29])[CH3:30])=[CH:17][CH:18]=1. (4) Given the reactants N#N.[C:3]([O:7][C:8]([NH:10][CH:11]([CH2:15][C:16]1[CH:21]=[CH:20][C:19]([C:22]([F:25])([F:24])[F:23])=[CH:18][C:17]=1[F:26])[C:12](O)=O)=[O:9])([CH3:6])([CH3:5])[CH3:4].C(N1CCOCC1)C.CN(C(O[N:43]1N=[N:50][C:45]2[CH:46]=[CH:47][CH:48]=[CH:49][C:44]1=2)=[N+](C)C)C.[B-](F)(F)(F)F.C1(N)C(N)=CC=CC=1, predict the reaction product. The product is: [NH:43]1[C:44]2[CH:49]=[CH:48][CH:47]=[CH:46][C:45]=2[N:50]=[C:12]1[CH:11]([NH:10][C:8](=[O:9])[O:7][C:3]([CH3:6])([CH3:5])[CH3:4])[CH2:15][C:16]1[CH:21]=[CH:20][C:19]([C:22]([F:25])([F:24])[F:23])=[CH:18][C:17]=1[F:26]. (5) Given the reactants Cl[C:2]1[C:3]2[CH:10]=[CH:9][N:8](S(C3C=CC(C)=CC=3)(=O)=O)[C:4]=2[N:5]=[CH:6][N:7]=1.B(O)(O)[C:22]1[CH:23]=[CH:24][C:25]([CH3:28])=[CH:26][CH:27]=1.C(=O)([O-])[O-].[K+].[K+].COCCOC, predict the reaction product. The product is: [C:25]1([CH3:28])[CH:26]=[CH:27][C:22]([C:2]2[C:3]3[CH:10]=[CH:9][NH:8][C:4]=3[N:5]=[CH:6][N:7]=2)=[CH:23][CH:24]=1. (6) Given the reactants [F:1][C:2]1[CH:3]=[CH:4][C:5]([SH:11])=[C:6]([CH:10]=1)[C:7]([OH:9])=[O:8].Cl[C:13]1[C:22]2[C:17](=[CH:18][C:19]([O:25][CH3:26])=[C:20]([O:23][CH3:24])[CH:21]=2)[N:16]=[CH:15][CH:14]=1, predict the reaction product. The product is: [CH3:24][O:23][C:20]1[CH:21]=[C:22]2[C:17](=[CH:18][C:19]=1[O:25][CH3:26])[N:16]=[CH:15][CH:14]=[C:13]2[S:11][C:5]1[CH:4]=[CH:3][C:2]([F:1])=[CH:10][C:6]=1[C:7]([OH:9])=[O:8]. (7) Given the reactants Br[C:2]1[CH:7]=[CH:6][C:5]([C:8]2[C:16]3[C:15]([OH:17])=[C:14]([C:18]#[N:19])[C:13](=[O:20])[NH:12][C:11]=3[S:10][CH:9]=2)=[CH:4][CH:3]=1.[F:21][C:22]1[CH:27]=[CH:26][C:25](B(O)O)=[CH:24][CH:23]=1.C(=O)([O-])[O-].[Cs+].[Cs+], predict the reaction product. The product is: [F:21][C:22]1[CH:27]=[CH:26][C:25]([C:2]2[CH:7]=[CH:6][C:5]([C:8]3[C:16]4[C:15]([OH:17])=[C:14]([C:18]#[N:19])[C:13](=[O:20])[NH:12][C:11]=4[S:10][CH:9]=3)=[CH:4][CH:3]=2)=[CH:24][CH:23]=1.